Binary Classification. Given a miRNA mature sequence and a target amino acid sequence, predict their likelihood of interaction. From a dataset of Experimentally validated miRNA-target interactions with 360,000+ pairs, plus equal number of negative samples. (1) The miRNA is hsa-miR-124-5p with sequence CGUGUUCACAGCGGACCUUGAU. The protein sequence of the target gene is MSFPPHLNRPPMGIPALPPGIPPPQFPGFPPPVPPGTPMIPVPMSIMAPAPTVLVPTVSMVGKHLGARKDHPGLKAKENDENCGPTTTVFVGNISEKASDMLIRQLLAKCGLVLSWKRVQGASGKLQAFGFCEYKEPESTLRALRLLHDLQIGEKKLLVKVDAKTKAQLDEWKAKKKASNGNARPETVTNDDEEALDEETKRRDQMIKGAIEVLIREYSSELNAPSQESDSHPRKKKKEKKEDIFRRFPVAPLIPYPLITKEDINAIEMEEDKRDLISREISKFRDTHKKLEEEKGKKEK.... Result: 0 (no interaction). (2) The miRNA is mmu-miR-709 with sequence GGAGGCAGAGGCAGGAGGA. The protein sequence of the target gene is MPANEDAPQPGEHGSACEVSVSFEDVTVDFSREEWQQLDSTQRRLYQDVMLENYSHLLSVGFEVPKPEVIFKLEQGEGPWTLEGEAPHQSCSDGKFGIKPSQRRISGKSTFHSEMEGEDTRDDSLYSILEELWQDAEQIKRCQEKHNKLLSRTTFLNKKILNTEWDYEYKDFGKFVHPSPNLILSQKRPHKRDSFGKSFKHNLDLHIHNKSNAAKNLDKTIGHGQVFTQNSSYSHHENTHTGVKFCERNQCGKVLSLKHSLSQNVKFPIGEKANTCTEFGKIFTQRSHFFAPQKIHTVEK.... Result: 0 (no interaction).